Dataset: Reaction yield outcomes from USPTO patents with 853,638 reactions. Task: Predict the reaction yield, written as a fraction of the theoretical maximum amount of product (1.0 means a 100% yield; for example, 0.34 means a 34% yield). (1) The yield is 0.400. The product is [F:8][C:9]1[CH:14]=[CH:13][C:12]([S:15]([N:2]2[CH2:3][CH2:4][S:15][C:12]([CH3:13])([CH3:11])[C@@H:7]2[C:6]([OH:5])=[O:19])(=[O:17])=[O:16])=[CH:11][CH:10]=1. The reactants are C[N:2]1[CH2:7][CH2:6][O:5][CH2:4][CH2:3]1.[F:8][C:9]1[CH:14]=[CH:13][C:12]([S:15](Cl)(=[O:17])=[O:16])=[CH:11][CH:10]=1.[OH2:19]. The catalyst is ClCCl. (2) The reactants are [C:1]([O:5][C:6]([N:8]1[CH2:12][C:11](=O)[CH2:10][C@H:9]1[C:14]([OH:16])=[O:15])=[O:7])([CH3:4])([CH3:3])[CH3:2].O.Cl.[CH2:19]([O:22][NH2:23])[CH:20]=[CH2:21].N1C=CC=CC=1. The catalyst is C(O)C. The product is [CH2:19]([O:22][N:23]=[C:11]1[CH2:12][N:8]([C:6]([O:5][C:1]([CH3:4])([CH3:3])[CH3:2])=[O:7])[C@H:9]([C:14]([OH:16])=[O:15])[CH2:10]1)[CH:20]=[CH2:21]. The yield is 0.940. (3) The reactants are [F:1][C:2]([F:19])([F:18])[C:3]1[CH:8]=[CH:7][CH:6]=[C:5]([O:9][C:10]2[CH:15]=[CH:14][C:13]([CH:16]=[CH2:17])=[CH:12][CH:11]=2)[N:4]=1.B1C2CCCC1CCC2.[OH-:29].[Na+].OO. The catalyst is C1COCC1. The product is [F:19][C:2]([F:1])([F:18])[C:3]1[N:4]=[C:5]([O:9][C:10]2[CH:15]=[CH:14][C:13]([CH2:16][CH2:17][OH:29])=[CH:12][CH:11]=2)[CH:6]=[CH:7][CH:8]=1. The yield is 0.930. (4) The reactants are [CH2:1]([O:3][C:4]1([C:7]2[CH:23]=[CH:22][C:10]([O:11][Si](C(C)C)(C(C)C)C(C)C)=[CH:9][C:8]=2[CH:24]([CH3:26])[CH3:25])[CH2:6][CH2:5]1)[CH3:2].[F-].C([N+](CCCC)(CCCC)CCCC)CCC. The catalyst is C1COCC1. The product is [CH2:1]([O:3][C:4]1([C:7]2[CH:23]=[CH:22][C:10]([OH:11])=[CH:9][C:8]=2[CH:24]([CH3:25])[CH3:26])[CH2:6][CH2:5]1)[CH3:2]. The yield is 0.860. (5) The reactants are [OH:1][C:2]([CH3:18])([CH3:17])[CH2:3][CH2:4][O:5][C:6]1[CH:13]=[CH:12][CH:11]=[C:10]([N+:14]([O-:16])=[O:15])[C:7]=1[C:8]#[N:9].C(N(CC)CC)C.[C:26](Cl)(=[O:28])[CH3:27]. The catalyst is CN(C1C=CN=CC=1)C.ClCCl.CCOC(C)=O. The product is [C:26]([O:1][C:2]([CH3:18])([CH2:3][CH2:4][O:5][C:6]1[CH:13]=[CH:12][CH:11]=[C:10]([N+:14]([O-:16])=[O:15])[C:7]=1[C:8]#[N:9])[CH3:17])(=[O:28])[CH3:27]. The yield is 0.470. (6) The reactants are [Cl:1][C:2]1[CH:7]=[CH:6][C:5]([S:8]([CH:11]2[CH2:16][CH2:15][NH:14][CH2:13][CH2:12]2)(=[O:10])=[O:9])=[CH:4][CH:3]=1.Cl[C:18]1[CH:23]=[CH:22][C:21]([C:24]([F:27])([F:26])[F:25])=[CH:20][N:19]=1.CCN(C(C)C)C(C)C. The catalyst is O1CCOCC1. The product is [Cl:1][C:2]1[CH:3]=[CH:4][C:5]([S:8]([CH:11]2[CH2:16][CH2:15][N:14]([C:18]3[CH:23]=[CH:22][C:21]([C:24]([F:27])([F:26])[F:25])=[CH:20][N:19]=3)[CH2:13][CH2:12]2)(=[O:9])=[O:10])=[CH:6][CH:7]=1. The yield is 0.730. (7) The reactants are [F:1][C:2]1[C:10]([O:11][C:12]2[C:21]3[C:16](=[CH:17][C:18]([O:24][CH2:25][C@H:26]4[CH2:28][O:27]4)=[C:19]([O:22][CH3:23])[CH:20]=3)[N:15]=[CH:14][N:13]=2)=[CH:9][CH:8]=[C:7]2[C:3]=1[CH:4]=[C:5]([CH3:29])[NH:6]2.[O:30]1[C:34]2([CH2:39][CH2:38][NH:37][CH2:36][CH2:35]2)[O:33][CH2:32][CH2:31]1. The catalyst is CN(C=O)C. The product is [O:30]1[C:34]2([CH2:39][CH2:38][N:37]([CH2:28][C@@H:26]([OH:27])[CH2:25][O:24][C:18]3[CH:17]=[C:16]4[C:21]([C:12]([O:11][C:10]5[C:2]([F:1])=[C:3]6[C:7](=[CH:8][CH:9]=5)[NH:6][C:5]([CH3:29])=[CH:4]6)=[N:13][CH:14]=[N:15]4)=[CH:20][C:19]=3[O:22][CH3:23])[CH2:36][CH2:35]2)[O:33][CH2:32][CH2:31]1. The yield is 0.700. (8) The reactants are [CH3:1][C:2]1[CH:7]=[CH:6][C:5]([S:8]([O:11][CH2:12][CH:13]2[CH2:17][C:16]3[CH:18]=[CH:19][CH:20]=[C:21](Br)[C:15]=3[O:14]2)(=[O:10])=[O:9])=[CH:4][CH:3]=1.[CH3:23][C:24]1[CH:29]=[CH:28][C:27]([CH3:30])=[CH:26][C:25]=1B(O)O. No catalyst specified. The product is [CH3:1][C:2]1[CH:7]=[CH:6][C:5]([S:8]([O:11][CH2:12][CH:13]2[CH2:17][C:16]3[CH:18]=[CH:19][CH:20]=[C:21]([C:25]4[CH:26]=[C:27]([CH3:30])[CH:28]=[CH:29][C:24]=4[CH3:23])[C:15]=3[O:14]2)(=[O:10])=[O:9])=[CH:4][CH:3]=1. The yield is 0.810. (9) The reactants are CN1CCOCC1.[CH2:8]([NH:11][C@H:12]([CH2:16][OH:17])[CH2:13][CH2:14][CH3:15])[CH2:9][CH3:10].[S:18](Cl)(Cl)=[O:19].O. The catalyst is ClCCl. The product is [CH2:8]([N:11]1[CH:12]([CH2:13][CH2:14][CH3:15])[CH2:16][O:17][S@@:18]1=[O:19])[CH2:9][CH3:10]. The yield is 0.790. (10) The reactants are [CH3:1][N:2]([CH2:4][C:5]1[CH:36]=[CH:35][C:8]([CH2:9][N:10]2[CH2:15][CH2:14][CH:13]([CH2:16][CH2:17][N:18]3[C:26]([O:27]C)=[N:25][C:24]4[C:19]3=[N:20][C:21]([O:30][CH2:31][CH2:32][O:33][CH3:34])=[N:22][C:23]=4[NH2:29])[CH2:12][CH2:11]2)=[CH:7][CH:6]=1)[CH3:3].CO.Cl.N. The catalyst is O1CCOCC1. The product is [NH2:29][C:23]1[N:22]=[C:21]([O:30][CH2:31][CH2:32][O:33][CH3:34])[N:20]=[C:19]2[C:24]=1[NH:25][C:26](=[O:27])[N:18]2[CH2:17][CH2:16][CH:13]1[CH2:14][CH2:15][N:10]([CH2:9][C:8]2[CH:7]=[CH:6][C:5]([CH2:4][N:2]([CH3:1])[CH3:3])=[CH:36][CH:35]=2)[CH2:11][CH2:12]1. The yield is 0.650.